This data is from Catalyst prediction with 721,799 reactions and 888 catalyst types from USPTO. The task is: Predict which catalyst facilitates the given reaction. (1) Reactant: [Cl:1][C:2]1[CH:3]=[C:4]([C:9]2([C:16]#[N:17])[CH2:14][CH2:13][CH2:12][C:11](=[O:15])[CH2:10]2)[CH:5]=[CH:6][C:7]=1[Cl:8].[CH3:18]C#N.O. Product: [NH2:17][CH2:16][C:9]1([C:4]2[CH:5]=[CH:6][C:7]([Cl:8])=[C:2]([Cl:1])[CH:3]=2)[CH2:14][CH2:13][CH2:12][C:11]([CH3:18])([OH:15])[CH2:10]1. The catalyst class is: 5. (2) Reactant: [C:1]([O:5][C:6]([NH:8][CH2:9][CH2:10][CH2:11][CH2:12][CH2:13][C:14]([OH:16])=O)=[O:7])([CH3:4])([CH3:3])[CH3:2].F[B-](F)(F)F.N1(OC(N(C)C)=[N+](C)C)C2C=CC=CC=2N=N1.C(N(CC)C(C)C)(C)C.[NH2:48][CH2:49][CH2:50][O:51][C:52]([CH3:73])([CH3:72])[CH2:53][N:54]1[C:66]2[C:65]3[CH:64]=[CH:63][CH:62]=[CH:61][C:60]=3[N:59]=[C:58]([NH2:67])[C:57]=2[N:56]=[C:55]1[CH2:68][O:69][CH2:70][CH3:71]. Product: [NH2:67][C:58]1[C:57]2[N:56]=[C:55]([CH2:68][O:69][CH2:70][CH3:71])[N:54]([CH2:53][C:52]([CH3:73])([O:51][CH2:50][CH2:49][NH:48][C:14](=[O:16])[CH2:13][CH2:12][CH2:11][CH2:10][CH2:9][NH:8][C:6](=[O:7])[O:5][C:1]([CH3:2])([CH3:3])[CH3:4])[CH3:72])[C:66]=2[C:65]2[CH:64]=[CH:63][CH:62]=[CH:61][C:60]=2[N:59]=1. The catalyst class is: 3.